This data is from Catalyst prediction with 721,799 reactions and 888 catalyst types from USPTO. The task is: Predict which catalyst facilitates the given reaction. (1) Reactant: CN(C)C=O.[Br:6][C:7]1[CH:14]=[CH:13][C:10]([CH2:11][OH:12])=[CH:9][CH:8]=1.CC(C)([O-])C.[K+].F[C:22]1[CH:27]=[CH:26][CH:25]=[CH:24][N:23]=1. Product: [Br:6][C:7]1[CH:14]=[CH:13][C:10]([CH2:11][O:12][C:22]2[CH:27]=[CH:26][CH:25]=[CH:24][N:23]=2)=[CH:9][CH:8]=1. The catalyst class is: 84. (2) Reactant: Cl.[OH:2][CH2:3][C:4]1[N:5]=[CH:6][NH:7][CH:8]=1.CCN(CC)CC.Cl[C:17]([C:30]1[CH:35]=[CH:34][CH:33]=[CH:32][CH:31]=1)([C:24]1[CH:29]=[CH:28][CH:27]=[CH:26][CH:25]=1)[C:18]1[CH:23]=[CH:22][CH:21]=[CH:20][CH:19]=1. Product: [OH:2][CH2:3][C:4]1[N:5]=[CH:6][N:7]([C:17]([C:18]2[CH:23]=[CH:22][CH:21]=[CH:20][CH:19]=2)([C:30]2[CH:31]=[CH:32][CH:33]=[CH:34][CH:35]=2)[C:24]2[CH:25]=[CH:26][CH:27]=[CH:28][CH:29]=2)[CH:8]=1. The catalyst class is: 3.